The task is: Predict the reactants needed to synthesize the given product.. This data is from Full USPTO retrosynthesis dataset with 1.9M reactions from patents (1976-2016). (1) Given the product [CH3:1][O:2][C:3](=[O:18])[C@@H:4]([O:15][CH2:16][CH3:17])[CH2:5][C:6]1[C:11]([CH3:12])=[CH:10][C:9]([O:13][CH2:20][C:21]2[N:22]=[C:23]([C:27]3[CH:32]=[CH:31][CH:30]=[C:29]([Cl:33])[CH:28]=3)[O:24][C:25]=2[CH3:26])=[CH:8][C:7]=1[CH3:14], predict the reactants needed to synthesize it. The reactants are: [CH3:1][O:2][C:3](=[O:18])[C@@H:4]([O:15][CH2:16][CH3:17])[CH2:5][C:6]1[C:11]([CH3:12])=[CH:10][C:9]([OH:13])=[CH:8][C:7]=1[CH3:14].Cl[CH2:20][C:21]1[N:22]=[C:23]([C:27]2[CH:32]=[CH:31][CH:30]=[C:29]([Cl:33])[CH:28]=2)[O:24][C:25]=1[CH3:26].ClC1C=C(C=CC=1)C=O.O=P(Cl)(Cl)Cl.C(=O)([O-])[O-].[Cs+].[Cs+].[I-].[K+]. (2) Given the product [CH3:3][C:4]1[CH:5]=[C:6]([CH:7]=[CH:8][C:9]=1[CH2:10][CH2:11][CH2:12][CH2:13][N:14]1[CH:18]=[CH:17][N:16]=[N:15]1)[O:19][CH2:21][C:22]1[CH:27]=[CH:26][CH:25]=[C:24]([C:28]2[CH:33]=[CH:32][C:31]([C:34]([F:36])([F:35])[F:37])=[CH:30][CH:29]=2)[N:23]=1, predict the reactants needed to synthesize it. The reactants are: [H-].[Na+].[CH3:3][C:4]1[CH:5]=[C:6]([OH:19])[CH:7]=[CH:8][C:9]=1[CH2:10][CH2:11][CH2:12][CH2:13][N:14]1[CH:18]=[CH:17][N:16]=[N:15]1.Cl[CH2:21][C:22]1[CH:27]=[CH:26][CH:25]=[C:24]([C:28]2[CH:33]=[CH:32][C:31]([C:34]([F:37])([F:36])[F:35])=[CH:30][CH:29]=2)[N:23]=1.O. (3) Given the product [F:33][CH:31]([F:32])[CH2:30][O:29][C:18]1[C:19]([CH:26]([CH3:28])[CH3:27])=[CH:20][C:21]([CH:23]([CH3:25])[CH3:24])=[CH:22][C:17]=1[C:13]1[C:11]2[O:12][C:8]([C:6]([CH3:7])=[CH:5][C:4]([OH:34])=[O:3])=[CH:9][C:10]=2[CH:16]=[CH:15][CH:14]=1, predict the reactants needed to synthesize it. The reactants are: C([O:3][C:4](=[O:34])[CH:5]=[C:6]([C:8]1[O:12][C:11]2[C:13]([C:17]3[CH:22]=[C:21]([CH:23]([CH3:25])[CH3:24])[CH:20]=[C:19]([CH:26]([CH3:28])[CH3:27])[C:18]=3[O:29][CH2:30][CH:31]([F:33])[F:32])=[CH:14][CH:15]=[CH:16][C:10]=2[CH:9]=1)[CH3:7])C.C1COCC1.[Li+].[OH-]. (4) Given the product [Cl:1][C:2]1[N:7]=[C:6]([C:8]2[N:9]([C:18]([O:20][C:21]([CH3:24])([CH3:23])[CH3:22])=[O:19])[C:10]3[C:15]([CH:16]=2)=[C:14]([F:17])[CH:13]=[CH:12][CH:11]=3)[CH:5]=[C:4]([C:43]2[C:44]([N:46]([CH3:51])[S:47]([CH3:50])(=[O:49])=[O:48])=[CH:45][C:35]3[O:34][C:33]([C:30]4[CH:31]=[CH:32][C:27]([F:26])=[CH:28][CH:29]=4)=[C:37]([C:38](=[O:39])[NH:40][CH3:41])[C:36]=3[CH:42]=2)[N:3]=1, predict the reactants needed to synthesize it. The reactants are: [Cl:1][C:2]1[N:7]=[C:6]([C:8]2[N:9]([C:18]([O:20][C:21]([CH3:24])([CH3:23])[CH3:22])=[O:19])[C:10]3[C:15]([CH:16]=2)=[C:14]([F:17])[CH:13]=[CH:12][CH:11]=3)[CH:5]=[C:4](Cl)[N:3]=1.[F:26][C:27]1[CH:32]=[CH:31][C:30]([C:33]2[O:34][C:35]3[CH:45]=[C:44]([N:46]([CH3:51])[S:47]([CH3:50])(=[O:49])=[O:48])[C:43](B4OC(C)(C)C(C)(C)O4)=[CH:42][C:36]=3[C:37]=2[C:38]([NH:40][CH3:41])=[O:39])=[CH:29][CH:28]=1.[O-]P([O-])([O-])=O.[K+].[K+].[K+]. (5) The reactants are: [CH2:1]([N:3]1[C:12]2[C:7](=[CH:8][CH:9]=[C:10]([O:13]C)[CH:11]=2)[C:6]([CH3:15])=[CH:5][C:4]1([CH3:17])[CH3:16])[CH3:2].Br.[OH-].[Na+]. Given the product [CH2:1]([N:3]1[C:12]2[C:7](=[CH:8][CH:9]=[C:10]([OH:13])[CH:11]=2)[C:6]([CH3:15])=[CH:5][C:4]1([CH3:16])[CH3:17])[CH3:2], predict the reactants needed to synthesize it. (6) Given the product [NH2:7][CH2:8][C@@H:9]([NH:25][C:26]([C:28]1[S:44][C:31]2=[N:32][C:33]3[CH2:34][CH2:35][C@@H:36]([C:40]([CH3:42])([CH3:41])[CH3:43])[CH2:37][C:38]=3[CH:39]=[C:30]2[CH:29]=1)=[O:27])[C:10]1[CH:11]=[CH:12][C:13]([NH:16][C:17]([C:19]2[CH:24]=[N:23][CH:22]=[CH:21][N:20]=2)=[O:18])=[CH:14][CH:15]=1, predict the reactants needed to synthesize it. The reactants are: C(OC(=O)[NH:7][CH2:8][C@@H:9]([NH:25][C:26]([C:28]1[S:44][C:31]2=[N:32][C:33]3[CH2:34][CH2:35][C@@H:36]([C:40]([CH3:43])([CH3:42])[CH3:41])[CH2:37][C:38]=3[CH:39]=[C:30]2[CH:29]=1)=[O:27])[C:10]1[CH:15]=[CH:14][C:13]([NH:16][C:17]([C:19]2[CH:24]=[N:23][CH:22]=[CH:21][N:20]=2)=[O:18])=[CH:12][CH:11]=1)(C)(C)C. (7) The reactants are: ClC[C:3]1[N:4]([C@@H:16]([CH3:26])[CH2:17][NH:18][C:19](=O)OC(C)(C)C)[C:5]2[C:14]3[CH:13]=[CH:12][CH:11]=[CH:10][C:9]=3[N:8]=[CH:7][C:6]=2[N:15]=1.C(Cl)(Cl)Cl. Given the product [CH3:26][C@@H:16]1[N:4]2[C:5]3[C:14]4[C:9](=[CH:10][CH:11]=[CH:12][CH:13]=4)[N:8]=[CH:7][C:6]=3[N:15]=[C:3]2[CH2:19][NH:18][CH2:17]1, predict the reactants needed to synthesize it. (8) Given the product [CH2:70]([O:69][C:62]1[CH:63]=[CH:64][C:65]([O:67][CH3:68])=[CH:66][C:61]=1[C:49]1([N:46]2[CH2:47][C:43]3([CH2:44][N:41]([CH:38]4[CH2:1][CH2:2][N:3]([CH:4]5[CH2:5][O:13][CH2:6]5)[CH2:7][CH2:9]4)[CH2:42]3)[CH2:45]2)[C:57]2[C:52](=[CH:53][CH:54]=[C:55]([C:58]#[N:59])[CH:56]=2)[NH:51][C:50]1=[O:60])[CH3:71], predict the reactants needed to synthesize it. The reactants are: [CH3:1][CH2:2][N:3]([CH:7]([CH3:9])C)[CH:4]([CH3:6])[CH3:5].FC(F)(F)C(O)=[O:13].FC(F)(F)C(O)=O.FC(F)(F)C(O)=O.O1CC(N2CC[CH:38]([N:41]3[CH2:44][C:43]4([CH2:47][NH:46][CH2:45]4)[CH2:42]3)CC2)C1.Cl[C:49]1([C:61]2[CH:66]=[C:65]([O:67][CH3:68])[CH:64]=[CH:63][C:62]=2[O:69][CH2:70][CH3:71])[C:57]2[C:52](=[CH:53][CH:54]=[C:55]([C:58]#[N:59])[CH:56]=2)[NH:51][C:50]1=[O:60].C([O-])([O-])=O.[K+].[K+]. (9) The reactants are: [Br:1][C:2]1[CH:8]=[C:7]([CH2:9][CH3:10])[C:5](N)=[C:4]([CH2:11][CH3:12])[CH:3]=1.S(=O)(=O)(O)O.N([O-])=O.[Na+].[I-:22].[K+]. Given the product [Br:1][C:2]1[CH:8]=[C:7]([CH2:9][CH3:10])[C:5]([I:22])=[C:4]([CH2:11][CH3:12])[CH:3]=1, predict the reactants needed to synthesize it. (10) Given the product [CH3:10][O:11][C:2]1[CH:3]=[CH:4][C:5]([CH:8]=[O:9])=[N:6][CH:7]=1, predict the reactants needed to synthesize it. The reactants are: F[C:2]1[CH:3]=[CH:4][C:5]([CH:8]=[O:9])=[N:6][CH:7]=1.[CH3:10][O-:11].[Na+].